Dataset: Full USPTO retrosynthesis dataset with 1.9M reactions from patents (1976-2016). Task: Predict the reactants needed to synthesize the given product. Given the product [F:1][C:2]1[C:16]([F:17])=[C:15]2[C:5]([C:6](=[O:24])[C:7]([C:19]([NH:26][CH2:27][C:28]([O:30][C:31]([CH3:34])([CH3:33])[CH3:32])=[O:29])=[O:20])=[C:8]([OH:18])[C:9]32[CH2:10][CH2:11][O:12][CH2:13][CH2:14]3)=[CH:4][CH:3]=1, predict the reactants needed to synthesize it. The reactants are: [F:1][C:2]1[C:16]([F:17])=[C:15]2[C:5]([CH:6]([OH:24])[CH:7]([C:19](OCC)=[O:20])[C:8](=[O:18])[C:9]32[CH2:14][CH2:13][O:12][CH2:11][CH2:10]3)=[CH:4][CH:3]=1.Cl.[NH2:26][CH2:27][C:28]([O:30][C:31]([CH3:34])([CH3:33])[CH3:32])=[O:29].C(N(C(C)C)C(C)C)C.